Dataset: Forward reaction prediction with 1.9M reactions from USPTO patents (1976-2016). Task: Predict the product of the given reaction. (1) Given the reactants [F:1][C:2]([F:23])([F:22])[CH:3]([CH:11](C(OCC)=O)[C:12]([O:14]CC)=[O:13])[NH:4][C:5]1[CH:10]=[CH:9][CH:8]=[CH:7][CH:6]=1.[OH-].[Na+], predict the reaction product. The product is: [F:1][C:2]([F:22])([F:23])[CH:3]([NH:4][C:5]1[CH:10]=[CH:9][CH:8]=[CH:7][CH:6]=1)[CH2:11][C:12]([OH:14])=[O:13]. (2) Given the reactants N#N.Br[C:4]1[CH:5]=[C:6]2[C:11](=[CH:12][CH:13]=1)[C:10]([CH2:14][N:15]1[C:21](=[O:22])[C@@H:20]([NH:23][C:24](=[O:36])[C@@H:25]([N:27]([CH3:35])[C:28](=[O:34])[O:29][C:30]([CH3:33])([CH3:32])[CH3:31])[CH3:26])[CH2:19][O:18][C:17]3[CH:37]=[CH:38][CH:39]=[CH:40][C:16]1=3)=[C:9]([O:41][CH3:42])[CH:8]=[CH:7]2.[CH:43]1(B(O)O)[CH2:45][CH2:44]1.C([O-])([O-])=O.[Na+].[Na+], predict the reaction product. The product is: [CH:43]1([C:4]2[CH:5]=[C:6]3[C:11](=[CH:12][CH:13]=2)[C:10]([CH2:14][N:15]2[C:21](=[O:22])[C@@H:20]([NH:23][C:24](=[O:36])[C@@H:25]([N:27]([CH3:35])[C:28](=[O:34])[O:29][C:30]([CH3:31])([CH3:32])[CH3:33])[CH3:26])[CH2:19][O:18][C:17]4[CH:37]=[CH:38][CH:39]=[CH:40][C:16]2=4)=[C:9]([O:41][CH3:42])[CH:8]=[CH:7]3)[CH2:45][CH2:44]1. (3) Given the reactants [C:1]1([CH2:7][C:8]([O:10][CH2:11][CH3:12])=[O:9])[CH:6]=[CH:5][CH:4]=[CH:3][CH:2]=1.[C:13](=O)([O-])[O-].[K+].[K+].C=O.O, predict the reaction product. The product is: [CH2:11]([O:10][C:8](=[O:9])[C:7]([C:1]1[CH:6]=[CH:5][CH:4]=[CH:3][CH:2]=1)=[CH2:13])[CH3:12]. (4) Given the reactants [CH2:1]([C:8]1([N:29]([CH3:31])[CH3:30])[CH2:13][CH2:12][C:11]([C:14]2[NH:15][C:16]3[C:21]([C:22]=2[CH3:23])=[CH:20][C:19]([O:24][C:25]([F:28])([F:27])[F:26])=[CH:18][CH:17]=3)=[CH:10][CH2:9]1)[C:2]1[CH:7]=[CH:6][CH:5]=[CH:4][CH:3]=1, predict the reaction product. The product is: [CH2:1]([C:8]1([N:29]([CH3:31])[CH3:30])[CH2:9][CH2:10][CH:11]([C:14]2[NH:15][C:16]3[C:21]([C:22]=2[CH3:23])=[CH:20][C:19]([O:24][C:25]([F:28])([F:27])[F:26])=[CH:18][CH:17]=3)[CH2:12][CH2:13]1)[C:2]1[CH:7]=[CH:6][CH:5]=[CH:4][CH:3]=1. (5) Given the reactants [F:1][C:2]([F:31])([F:30])[C:3]1[CH:8]=[CH:7][C:6]([C:9]2[S:13][CH:12]=[C:11]([C:14](=[N:16][NH:17][C:18]([C:20]3[S:24][C:23]([C:25]([O:27]C)=[O:26])=[CH:22][CH:21]=3)=[O:19])[CH3:15])[C:10]=2[OH:29])=[CH:5][CH:4]=1.[OH-].[Na+].Cl, predict the reaction product. The product is: [F:31][C:2]([F:1])([F:30])[C:3]1[CH:8]=[CH:7][C:6]([C:9]2[S:13][CH:12]=[C:11]([C:14](=[N:16][NH:17][C:18]([C:20]3[S:24][C:23]([C:25]([OH:27])=[O:26])=[CH:22][CH:21]=3)=[O:19])[CH3:15])[C:10]=2[OH:29])=[CH:5][CH:4]=1. (6) Given the reactants [CH:1]1([NH:4][C:5]([NH:7][C:8]2[CH:13]=[CH:12][C:11]([O:14][C:15]3[CH:20]=[CH:19][N:18]=[C:17]4[CH:21]=[C:22]([C:24]5[CH:29]=[CH:28][C:27]([CH:30]=O)=[CH:26][N:25]=5)[S:23][C:16]=34)=[C:10]([F:32])[CH:9]=2)=[O:6])[CH2:3][CH2:2]1.C([NH:40][C@H:41]([C:47]([OH:49])=[O:48])[CH2:42][CH2:43][CH2:44][CH2:45][NH2:46])(OC(C)(C)C)=O.C(O)(=O)C.C(O[BH-](OC(=O)C)OC(=O)C)(=O)C.[Na+], predict the reaction product. The product is: [NH2:40][C@@H:41]([CH2:42][CH2:43][CH2:44][CH2:45][NH:46][CH2:30][C:27]1[CH:26]=[N:25][C:24]([C:22]2[S:23][C:16]3[C:17](=[N:18][CH:19]=[CH:20][C:15]=3[O:14][C:11]3[CH:12]=[CH:13][C:8]([NH:7][C:5]([NH:4][CH:1]4[CH2:2][CH2:3]4)=[O:6])=[CH:9][C:10]=3[F:32])[CH:21]=2)=[CH:29][CH:28]=1)[C:47]([OH:49])=[O:48]. (7) Given the reactants [CH3:1][C:2]1[N:3]=[C:4]([N:12]2[C:16](=[O:17])[NH:15][N:14]=[CH:13]2)[S:5][C:6]=1[C:7]([O:9][CH2:10][CH3:11])=[O:8].C(=O)([O-])[O-].[Cs+].[Cs+].Br[CH2:25][CH:26]1[CH2:28][C:27]1([F:30])[F:29], predict the reaction product. The product is: [F:29][C:27]1([F:30])[CH2:28][CH:26]1[CH2:25][N:15]1[C:16](=[O:17])[N:12]([C:4]2[S:5][C:6]([C:7]([O:9][CH2:10][CH3:11])=[O:8])=[C:2]([CH3:1])[N:3]=2)[CH:13]=[N:14]1.